From a dataset of Full USPTO retrosynthesis dataset with 1.9M reactions from patents (1976-2016). Predict the reactants needed to synthesize the given product. Given the product [Cl:1][C:2]1[CH:11]=[CH:10][C:9]2[NH:8][C:7](=[O:16])[C:6]3[N:12]=[CH:13][N:14]([CH3:15])[C:5]=3[C:4]=2[CH:3]=1, predict the reactants needed to synthesize it. The reactants are: [Cl:1][C:2]1[CH:11]=[CH:10][C:9]2[N:8]=[CH:7][C:6]3[N:12]=[CH:13][N:14]([CH3:15])[C:5]=3[C:4]=2[CH:3]=1.[OH:16]O.